Task: Predict the reactants needed to synthesize the given product.. Dataset: Full USPTO retrosynthesis dataset with 1.9M reactions from patents (1976-2016) (1) Given the product [CH2:1]([N:8]1[CH2:13][CH2:12][O:11][CH:10]([C:14]2[CH:15]=[CH:16][C:17]([NH:20][C:33](=[O:34])[C:32]3[C:31]([Cl:30])=[CH:39][CH:38]=[CH:37][C:36]=3[Cl:40])=[CH:18][CH:19]=2)[CH2:9]1)[C:2]1[CH:3]=[CH:4][CH:5]=[CH:6][CH:7]=1, predict the reactants needed to synthesize it. The reactants are: [CH2:1]([N:8]1[CH2:13][CH2:12][O:11][CH:10]([C:14]2[CH:19]=[CH:18][C:17]([NH2:20])=[CH:16][CH:15]=2)[CH2:9]1)[C:2]1[CH:7]=[CH:6][CH:5]=[CH:4][CH:3]=1.C(N(C(C)C)C(C)C)C.[Cl:30][C:31]1[CH:39]=[CH:38][CH:37]=[C:36]([Cl:40])[C:32]=1[C:33](Cl)=[O:34]. (2) Given the product [F:1][C:2]1[CH:10]=[CH:9][CH:8]=[C:7]([F:11])[C:3]=1[C:4]([NH:14][CH3:12])=[O:5], predict the reactants needed to synthesize it. The reactants are: [F:1][C:2]1[CH:10]=[CH:9][CH:8]=[C:7]([F:11])[C:3]=1[C:4](O)=[O:5].[C:12](N1C=CN=C1)([N:14]1C=CN=C1)=O.Cl.CN.C(N(C(C)C)CC)(C)C. (3) Given the product [CH2:8]([Sn:5]([CH2:1][CH2:2][CH2:3][CH3:4])([CH2:12][CH2:13][CH2:14][CH3:15])[O:6][CH2:7][C:27]1[CH:28]=[CH:29][C:24]([C:22]([C:21]2[CH:30]=[CH:31][CH:18]=[CH:19][CH:20]=2)=[O:23])=[CH:25][CH:26]=1)[CH2:9][CH2:10][CH3:11], predict the reactants needed to synthesize it. The reactants are: [CH2:1]([Sn:5]([CH2:12][CH2:13][CH2:14][CH3:15])([CH2:8][CH2:9][CH2:10][CH3:11])[O:6][CH3:7])[CH2:2][CH2:3][CH3:4].OC[C:18]1[CH:31]=[CH:30][C:21]([C:22]([C:24]2[CH:29]=[CH:28][CH:27]=[CH:26][CH:25]=2)=[O:23])=[CH:20][CH:19]=1. (4) Given the product [Cl:1][C:2]1[CH:3]=[C:4](/[CH:5]=[CH:14]/[N+:11]([O-:13])=[O:12])[CH:7]=[C:8]([F:10])[CH:9]=1, predict the reactants needed to synthesize it. The reactants are: [Cl:1][C:2]1[CH:3]=[C:4]([CH:7]=[C:8]([F:10])[CH:9]=1)[CH:5]=O.[N+:11]([CH3:14])([O-:13])=[O:12].C([O-])(=O)C.[NH4+]. (5) Given the product [C:18]1([C:4]#[C:3][CH2:2][CH2:1][O:5][S:13]([C:10]2[CH:9]=[CH:8][C:7]([CH3:6])=[CH:12][CH:11]=2)(=[O:15])=[O:16])[CH:23]=[CH:22][CH:21]=[CH:20][CH:19]=1, predict the reactants needed to synthesize it. The reactants are: [CH2:1]([OH:5])[CH2:2][C:3]#[CH:4].[CH3:6][C:7]1[CH:12]=[CH:11][C:10]([S:13]([O-:16])(=[O:15])=O)=[CH:9][CH:8]=1.I[C:18]1[CH:23]=[CH:22][CH:21]=[CH:20][CH:19]=1.C(N(CC)CC)C. (6) Given the product [CH:1]([C:3]1[C:4]([O:21][CH3:22])=[CH:5][CH:6]=[C:7]2[C:12]=1[CH2:11][CH2:10][N:9]([C:13]1[CH:14]=[CH:15][C:16]([C:17]([NH2:18])=[O:24])=[CH:19][CH:20]=1)[CH2:8]2)=[O:2], predict the reactants needed to synthesize it. The reactants are: [CH:1]([C:3]1[CH:12]=[C:11]2[C:6]([CH2:7][CH2:8][N:9]([C:13]3[CH:20]=[CH:19][C:16]([C:17]#[N:18])=[CH:15][CH:14]=3)[CH2:10]2)=[CH:5][C:4]=1[O:21][CH3:22])=[O:2].S(=O)(=O)(O)[OH:24].C([O-])([O-])=O.[K+].[K+].